Task: Regression/Classification. Given a drug SMILES string, predict its toxicity properties. Task type varies by dataset: regression for continuous values (e.g., LD50, hERG inhibition percentage) or binary classification for toxic/non-toxic outcomes (e.g., AMES mutagenicity, cardiotoxicity, hepatotoxicity). Dataset: ld50_zhu.. Dataset: Acute oral toxicity (LD50) regression data from Zhu et al. (1) The rat oral LD50 is 2.23, given as -log10 of the dose in mol/kg body weight (higher means more acutely toxic). The drug is CC(C)C(=O)c1c(C(C)C)nn2ccccc12. (2) The compound is CC(C)OC(C)C. The rat oral LD50 is 1.08, given as -log10 of the dose in mol/kg body weight (higher means more acutely toxic). (3) The compound is O=C(O)c1c(O)c(O)cc2ccccc12. The rat oral LD50 is 0.921, given as -log10 of the dose in mol/kg body weight (higher means more acutely toxic). (4) The drug is CCCSP(=O)(OC)OC. The rat oral LD50 is 4.29, given as -log10 of the dose in mol/kg body weight (higher means more acutely toxic).